Task: Predict the reaction yield, written as a fraction of the theoretical maximum amount of product (1.0 means a 100% yield; for example, 0.34 means a 34% yield).. Dataset: Reaction yield outcomes from USPTO patents with 853,638 reactions (1) The reactants are [CH2:1]([N:8]1[CH2:13][CH2:12][C@H:11]([N:14]2[CH2:19][CH2:18][NH:17][CH2:16][CH2:15]2)[C@H:10]([C:20]2[CH:25]=[CH:24][CH:23]=[CH:22][CH:21]=2)[CH2:9]1)[C:2]1[CH:7]=[CH:6][CH:5]=[CH:4][CH:3]=1.N1C=CC=CC=1.[F:32][C:33]([F:44])([F:43])[C:34](O[C:34](=[O:35])[C:33]([F:44])([F:43])[F:32])=[O:35].O. The catalyst is C(Cl)Cl.CN(C)C1C=CN=CC=1. The product is [CH2:1]([N:8]1[CH2:13][CH2:12][C@H:11]([N:14]2[CH2:19][CH2:18][N:17]([C:34](=[O:35])[C:33]([F:44])([F:43])[F:32])[CH2:16][CH2:15]2)[C@H:10]([C:20]2[CH:25]=[CH:24][CH:23]=[CH:22][CH:21]=2)[CH2:9]1)[C:2]1[CH:3]=[CH:4][CH:5]=[CH:6][CH:7]=1. The yield is 0.780. (2) The reactants are Br[CH2:2][CH2:3][O:4][C:5]1[CH:14]=[C:13]2[C:8]([C:9]([S:15][CH3:16])=[N:10][CH:11]=[N:12]2)=[CH:7][CH:6]=1.[C:17]([N:22]1[CH2:27][CH2:26][NH:25][CH2:24][CH2:23]1)(=[O:21])[CH2:18][CH2:19][CH3:20].C([O-])([O-])=O.[Na+].[Na+]. The catalyst is O.C(Cl)Cl. The product is [C:17]([N:22]1[CH2:27][CH2:26][N:25]([CH2:2][CH2:3][O:4][C:5]2[CH:14]=[C:13]3[C:8]([C:9]([S:15][CH3:16])=[N:10][CH:11]=[N:12]3)=[CH:7][CH:6]=2)[CH2:24][CH2:23]1)(=[O:21])[CH2:18][CH2:19][CH3:20]. The yield is 0.680. (3) The reactants are [C:1]1([S:7]([C:10]#[N:11])(=[O:9])=[O:8])[CH:6]=[CH:5][CH:4]=[CH:3][CH:2]=1.[C:12]1([CH3:18])[CH:17]=CC=[CH:14][CH:13]=1.B(OCCCC)(OCCCC)OCCCC. The catalyst is C(O)CCC. The product is [C:1]1([S:7]([C:10]2[CH:14]=[CH:13][C:12]([CH3:18])=[CH:17][N:11]=2)(=[O:8])=[O:9])[CH:2]=[CH:3][CH:4]=[CH:5][CH:6]=1. The yield is 0.720. (4) The reactants are [OH:1][C:2]1[CH:3]=[CH:4][C:5]2[O:10][CH2:9][C:8](=[O:11])[NH:7][C:6]=2[CH:12]=1.C(=O)([O-])[O-].[Cs+].[Cs+].[N+](C1C=CC=CC=1S(O[CH:32]1[CH2:37][CH2:36][N:35]([C:38]([O:40][C:41]([CH3:44])([CH3:43])[CH3:42])=[O:39])[CH2:34][CH2:33]1)(=O)=O)([O-])=O.S(C1C=CC([N+]([O-])=O)=CC=1)([O-])(=O)=O.[NH4+].[Cl-]. The catalyst is CN(C=O)C. The product is [O:11]=[C:8]1[NH:7][C:6]2[CH:12]=[C:2]([O:1][CH:32]3[CH2:37][CH2:36][N:35]([C:38]([O:40][C:41]([CH3:44])([CH3:43])[CH3:42])=[O:39])[CH2:34][CH2:33]3)[CH:3]=[CH:4][C:5]=2[O:10][CH2:9]1. The yield is 0.480.